Dataset: Full USPTO retrosynthesis dataset with 1.9M reactions from patents (1976-2016). Task: Predict the reactants needed to synthesize the given product. (1) Given the product [Cl:15][C:16]1[CH:17]=[C:18](/[CH:19]=[CH:10]/[C:8]([C:6]2[CH:7]=[C:2]([CH3:1])[CH:3]=[C:4]([N+:12]([O-:14])=[O:13])[C:5]=2[OH:11])=[O:9])[CH:21]=[CH:22][C:23]=1[F:24], predict the reactants needed to synthesize it. The reactants are: [CH3:1][C:2]1[CH:7]=[C:6]([C:8]([CH3:10])=[O:9])[C:5]([OH:11])=[C:4]([N+:12]([O-:14])=[O:13])[CH:3]=1.[Cl:15][C:16]1[CH:17]=[C:18]([CH:21]=[CH:22][C:23]=1[F:24])[CH:19]=O. (2) Given the product [Cl:1][C:2]1[CH:3]=[C:4]([CH:35]=[CH:36][C:37]=1[F:38])[CH2:5][N:6]1[CH2:15][CH2:14][C:13]2[C:8](=[C:9]([OH:32])[C:10](=[O:31])[N:11]3[CH2:21][CH2:20][CH2:19][CH2:18][N:17]([CH2:22][C:23]([OH:25])=[O:24])[C:16](=[O:30])[C:12]3=2)[C:7]1=[O:34], predict the reactants needed to synthesize it. The reactants are: [Cl:1][C:2]1[CH:3]=[C:4]([CH:35]=[CH:36][C:37]=1[F:38])[CH2:5][N:6]1[CH2:15][CH2:14][C:13]2[C:8](=[C:9]([O:32]C)[C:10](=[O:31])[N:11]3[CH2:21][CH2:20][CH2:19][CH2:18][N:17]([CH2:22][C:23]([O:25]C(C)(C)C)=[O:24])[C:16](=[O:30])[C:12]3=2)[C:7]1=[O:34].Br.